The task is: Predict the reaction yield, written as a fraction of the theoretical maximum amount of product (1.0 means a 100% yield; for example, 0.34 means a 34% yield).. This data is from Reaction yield outcomes from USPTO patents with 853,638 reactions. (1) The reactants are [CH3:1][O:2][C:3]1[CH:9]=[CH:8][C:7]([N+:10]([O-:12])=[O:11])=[CH:6][C:4]=1[NH2:5].C(N(CC)CC)C.[C:20](Cl)(=[O:23])[CH2:21][CH3:22]. The yield is 0.980. The catalyst is ClCCl. The product is [CH3:1][O:2][C:3]1[CH:9]=[CH:8][C:7]([N+:10]([O-:12])=[O:11])=[CH:6][C:4]=1[NH:5][C:20](=[O:23])[CH2:21][CH3:22]. (2) The reactants are [F:1][C:2]([F:13])([C:6]1[CH:11]=[CH:10][C:9]([F:12])=[CH:8][CH:7]=1)[C:3]([OH:5])=O.CN(C(ON1N=NC2C=CC=NC1=2)=[N+](C)C)C.F[P-](F)(F)(F)(F)F.CCN(C(C)C)C(C)C.[NH2:47][C:48]1[S:49][CH:50]=[CH:51][C:52]=1[C:53]([NH2:55])=[O:54]. The catalyst is CN(C=O)C.O. The product is [F:13][C:2]([F:1])([C:6]1[CH:11]=[CH:10][C:9]([F:12])=[CH:8][CH:7]=1)[C:3]([NH:47][C:48]1[S:49][CH:50]=[CH:51][C:52]=1[C:53]([NH2:55])=[O:54])=[O:5]. The yield is 0.950. (3) The reactants are [F:1][C:2]1[CH:3]=[C:4]([CH:34]=[CH:35][C:36]=1[O:37][CH3:38])[C:5]([C:7]1[CH:8]=[C:9]([NH:27][CH2:28][CH2:29][C:30]([F:33])([F:32])[F:31])[C:10]2[N:14]=[CH:13][N:12]([C:15]3[CH:24]=[CH:23][C:18]([C:19]([O:21]C)=[O:20])=[C:17]([CH3:25])[CH:16]=3)[C:11]=2[CH:26]=1)=[O:6].CO.[OH-].[Li+].Cl. The catalyst is O1CCCC1.O. The product is [F:1][C:2]1[CH:3]=[C:4]([CH:34]=[CH:35][C:36]=1[O:37][CH3:38])[C:5]([C:7]1[CH:8]=[C:9]([NH:27][CH2:28][CH2:29][C:30]([F:33])([F:32])[F:31])[C:10]2[N:14]=[CH:13][N:12]([C:15]3[CH:24]=[CH:23][C:18]([C:19]([OH:21])=[O:20])=[C:17]([CH3:25])[CH:16]=3)[C:11]=2[CH:26]=1)=[O:6]. The yield is 0.980. (4) The reactants are [BH4-].[Na+].[C:3]([O:7][C@@H:8]([C@H:10]1[CH2:14][O:13][C:12](=[O:15])[N:11]1[C:16]1[N:21]=[C:20]([Cl:22])[N:19]=[C:18]([C:23](OC)=[O:24])[CH:17]=1)[CH3:9])([CH3:6])([CH3:5])[CH3:4]. The catalyst is CO. The product is [C:3]([O:7][C@@H:8]([C@H:10]1[CH2:14][O:13][C:12](=[O:15])[N:11]1[C:16]1[CH:17]=[C:18]([CH2:23][OH:24])[N:19]=[C:20]([Cl:22])[N:21]=1)[CH3:9])([CH3:4])([CH3:5])[CH3:6]. The yield is 0.600. (5) The reactants are [CH2:1]([O:8][C:9]([N:11]1[CH2:16][CH2:15][C:14]2[O:17][C:18]([C:20](=[O:28])[NH:21][CH2:22][CH:23](OC)[O:24]C)=[N:19][C:13]=2[CH2:12]1)=[O:10])[C:2]1[CH:7]=[CH:6][CH:5]=[CH:4][CH:3]=1.C(O)(C(F)(F)F)=O. The catalyst is C(Cl)Cl. The product is [CH2:1]([O:8][C:9]([N:11]1[CH2:16][CH2:15][C:14]2[O:17][C:18]([C:20](=[O:28])[NH:21][CH2:22][CH:23]=[O:24])=[N:19][C:13]=2[CH2:12]1)=[O:10])[C:2]1[CH:7]=[CH:6][CH:5]=[CH:4][CH:3]=1. The yield is 1.00. (6) The reactants are [O:1]1[CH2:5][CH2:4][CH:3]([CH2:6][OH:7])[CH2:2]1.[OH-].[K+].[C:10]([O:14][C:15](=[O:45])[NH:16][CH2:17][C@H:18]1[CH2:23][CH2:22][C@H:21]([CH2:24][NH:25][C:26]([C:28]2[C:37]3[C:32](=[CH:33][CH:34]=[CH:35][CH:36]=3)[N:31]=[C:30]([C:38]3[CH:39]=[N:40][C:41](F)=[CH:42][CH:43]=3)[CH:29]=2)=[O:27])[CH2:20][CH2:19]1)([CH3:13])([CH3:12])[CH3:11]. The catalyst is C1COCC1.C(#N)C.CS(C)=O. The product is [O:1]1[CH2:5][CH2:4][CH:3]([CH2:6][O:7][C:41]2[N:40]=[CH:39][C:38]([C:30]3[CH:29]=[C:28]([C:26]([NH:25][CH2:24][C@H:21]4[CH2:20][CH2:19][C@H:18]([CH2:17][NH:16][C:15](=[O:45])[O:14][C:10]([CH3:12])([CH3:11])[CH3:13])[CH2:23][CH2:22]4)=[O:27])[C:37]4[C:32](=[CH:33][CH:34]=[CH:35][CH:36]=4)[N:31]=3)=[CH:43][CH:42]=2)[CH2:2]1. The yield is 0.130.